From a dataset of Peptide-MHC class I binding affinity with 185,985 pairs from IEDB/IMGT. Regression. Given a peptide amino acid sequence and an MHC pseudo amino acid sequence, predict their binding affinity value. This is MHC class I binding data. (1) The peptide sequence is YLKKWLNSF. The MHC is HLA-A25:01 with pseudo-sequence HLA-A25:01. The binding affinity (normalized) is 0.851. (2) The peptide sequence is ILWGYGFLQ. The MHC is HLA-B58:01 with pseudo-sequence HLA-B58:01. The binding affinity (normalized) is 0.217. (3) The peptide sequence is PESANLGEEIL. The MHC is Mamu-B01 with pseudo-sequence Mamu-B01. The binding affinity (normalized) is 0. (4) The peptide sequence is SLADTNSLAV. The MHC is HLA-A02:01 with pseudo-sequence HLA-A02:01. The binding affinity (normalized) is 0.596. (5) The peptide sequence is STIDGRIVT. The MHC is HLA-A02:01 with pseudo-sequence HLA-A02:01. The binding affinity (normalized) is 0. (6) The peptide sequence is ILMDSIFVST. The MHC is H-2-Kb with pseudo-sequence H-2-Kb. The binding affinity (normalized) is 0.